From a dataset of Forward reaction prediction with 1.9M reactions from USPTO patents (1976-2016). Predict the product of the given reaction. (1) Given the reactants [N:1]1([CH2:7][C:8]2[CH:24]=[CH:23][C:11]([CH2:12][S:13][C:14]3[CH:22]=[CH:21][C:17]([C:18](O)=[O:19])=[CH:16][CH:15]=3)=[CH:10][CH:9]=2)[CH2:6][CH2:5][O:4][CH2:3][CH2:2]1.CN(C(ON1N=NC2C=CC=NC1=2)=[N+](C)C)C.F[P-](F)(F)(F)(F)F.CCN(C(C)C)C(C)C.[NH2:58][C@H:59]([C:63]([O:65][CH3:66])=[O:64])[C@@H:60]([CH3:62])[OH:61].Cl, predict the reaction product. The product is: [CH3:66][O:65][C:63](=[O:64])[C@@H:59]([NH:58][C:18](=[O:19])[C:17]1[CH:16]=[CH:15][C:14]([S:13][CH2:12][C:11]2[CH:23]=[CH:24][C:8]([CH2:7][N:1]3[CH2:2][CH2:3][O:4][CH2:5][CH2:6]3)=[CH:9][CH:10]=2)=[CH:22][CH:21]=1)[C@H:60]([OH:61])[CH3:62]. (2) Given the reactants [CH3:1][S:2]([C:5]1[CH:6]=[C:7]([CH2:11]O)[CH:8]=[CH:9][CH:10]=1)(=[O:4])=[O:3].S(Cl)([Cl:15])=O, predict the reaction product. The product is: [Cl:15][CH2:11][C:7]1[CH:8]=[CH:9][CH:10]=[C:5]([S:2]([CH3:1])(=[O:4])=[O:3])[CH:6]=1. (3) Given the reactants [C:1]1([C:7]2[C:15]3[C:14](=[O:16])[N:13]=[CH:12][NH:11][C:10]=3[S:9][CH:8]=2)[CH:6]=[CH:5][CH:4]=[CH:3][CH:2]=1.Br[CH2:18][CH2:19][CH2:20][O:21][C:22]1[CH:23]=[C:24]([NH:28][C:29](=[O:31])[CH3:30])[CH:25]=[CH:26][CH:27]=1.C(=O)([O-])[O-].[K+].[K+], predict the reaction product. The product is: [C:1]1([C:7]2[C:15]3[C:14]([O:16][CH2:18][CH2:19][CH2:20][O:21][C:22]4[CH:23]=[C:24]([NH:28][C:29](=[O:31])[CH3:30])[CH:25]=[CH:26][CH:27]=4)=[N:13][CH:12]=[N:11][C:10]=3[S:9][CH:8]=2)[CH:2]=[CH:3][CH:4]=[CH:5][CH:6]=1. (4) Given the reactants F[C:2](F)(F)[C:3]([O-:5])=O.O1[CH2:12][CH2:11][CH2:10][CH:9]1[CH2:13][NH2:14].[S:15]1[CH:19]=[CH:18][N:17]=[C:16]1[N:20]1[CH:24]=[CH:23][CH:22]=[C:21]1[CH:25]=O, predict the reaction product. The product is: [O:5]1[CH2:25][CH2:21][CH2:22][CH:3]1[CH2:2][N:14]([CH2:25][C:21]1[N:20]([C:16]2[S:15][CH:19]=[CH:18][N:17]=2)[CH:24]=[CH:23][CH:22]=1)[CH2:13][C:9]1[N:20]([C:16]2[S:15][CH:19]=[CH:18][N:17]=2)[CH:12]=[CH:11][CH:10]=1. (5) Given the reactants C(Cl)(=[O:3])C.[NH2:5][C@H:6]([C:10]([OH:12])=[O:11])[CH2:7][CH2:8][OH:9].C(O)(=O)C.[CH:17]([N:20](C(C)C)CC)(C)[CH3:18], predict the reaction product. The product is: [O:3]=[C:6]1[NH:5][CH2:18][CH2:17][NH:20][C:10]1=[O:12].[NH2:5][C@H:6]([C:10]([OH:12])=[O:11])[CH2:7][CH2:8][OH:9].